This data is from Full USPTO retrosynthesis dataset with 1.9M reactions from patents (1976-2016). The task is: Predict the reactants needed to synthesize the given product. (1) Given the product [F:40][C:30]1[C:29]([CH2:28][C:25]2[N:23]3[N:24]=[C:19]([C:17]4[CH:16]=[N:15][N:14]([CH:11]5[CH2:12][CH2:13][NH:8][CH2:9][CH2:10]5)[CH:18]=4)[CH:20]=[CH:21][C:22]3=[N:27][CH:26]=2)=[C:38]([F:39])[CH:37]=[C:36]2[C:31]=1[CH:32]=[CH:33][CH:34]=[N:35]2, predict the reactants needed to synthesize it. The reactants are: C(OC([N:8]1[CH2:13][CH2:12][CH:11]([N:14]2[CH:18]=[C:17]([C:19]3[CH:20]=[CH:21][C:22]4[N:23]([C:25]([CH2:28][C:29]5[C:30]([F:40])=[C:31]6[C:36](=[CH:37][C:38]=5[F:39])[N:35]=[CH:34][CH:33]=[CH:32]6)=[CH:26][N:27]=4)[N:24]=3)[CH:16]=[N:15]2)[CH2:10][CH2:9]1)=O)(C)(C)C.C(O)(C(F)(F)F)=O. (2) Given the product [CH3:14][O:15][C:16]1[CH:25]=[CH:24][C:19](/[CH:20]=[CH:21]/[CH2:22][O:13][CH:11]([CH2:10][CH2:9][C:3]2[CH:8]=[CH:7][CH:6]=[CH:5][CH:4]=2)[CH3:12])=[CH:18][CH:17]=1, predict the reactants needed to synthesize it. The reactants are: [H-].[Na+].[C:3]1([CH2:9][CH2:10][CH:11]([OH:13])[CH3:12])[CH:8]=[CH:7][CH:6]=[CH:5][CH:4]=1.[CH3:14][O:15][C:16]1[CH:25]=[CH:24][C:19]([CH:20]=[CH:21][CH2:22]Br)=[CH:18][CH:17]=1.CCCCCC.C(Cl)Cl.CCOC(C)=O. (3) Given the product [F:13][C:14]1[CH:15]=[C:16]([C:30]2([OH:34])[CH2:31][O:32][CH2:33]2)[CH:17]=[C:18]([F:29])[C:19]=1[C:2]1[N:7]=[C:6]([C:8]([O:10][CH3:11])=[O:9])[CH:5]=[CH:4][C:3]=1[F:12], predict the reactants needed to synthesize it. The reactants are: Br[C:2]1[N:7]=[C:6]([C:8]([O:10][CH3:11])=[O:9])[CH:5]=[CH:4][C:3]=1[F:12].[F:13][C:14]1[CH:15]=[C:16]([C:30]2([OH:34])[CH2:33][O:32][CH2:31]2)[CH:17]=[C:18]([F:29])[C:19]=1B1OC(C)(C)C(C)(C)O1. (4) Given the product [CH:5]1[C:6]2[C:11](=[CH:10][CH:9]=[CH:8][CH:7]=2)[C:2]([NH:46][C:47]2[CH:59]=[C:58]([CH2:60][CH2:61][C:62]3[CH:63]=[CH:64][CH:65]=[CH:66][CH:67]=3)[CH:57]=[CH:56][C:48]=2[C:49]([O:51][C:52]([CH3:55])([CH3:54])[CH3:53])=[O:50])=[CH:3][N:4]=1, predict the reactants needed to synthesize it. The reactants are: Br[C:2]1[C:11]2[C:6](=[CH:7][CH:8]=[CH:9][CH:10]=2)[CH:5]=[N:4][CH:3]=1.C1(P(C2CCCCC2)C2C=CC=CC=2C2C(C(C)C)=CC(C(C)C)=CC=2C(C)C)CCCCC1.[NH2:46][C:47]1[CH:59]=[C:58]([CH2:60][CH2:61][C:62]2[CH:67]=[CH:66][CH:65]=[CH:64][CH:63]=2)[CH:57]=[CH:56][C:48]=1[C:49]([O:51][C:52]([CH3:55])([CH3:54])[CH3:53])=[O:50].C(=O)([O-])[O-].[Cs+].[Cs+].Cl. (5) Given the product [NH2:3][C:4]1[CH:9]=[C:8]([NH2:10])[C:7]([OH:11])=[CH:6][C:5]=1[OH:12].[OH:13][C:14]1[CH:22]=[C:21]([C:23]([O-:25])=[O:24])[C:20]([OH:26])=[CH:19][C:15]=1[C:16]([O-:18])=[O:17], predict the reactants needed to synthesize it. The reactants are: Cl.Cl.[NH2:3][C:4]1[CH:9]=[C:8]([NH2:10])[C:7]([OH:11])=[CH:6][C:5]=1[OH:12].[OH:13][C:14]1[CH:22]=[C:21]([C:23]([OH:25])=[O:24])[C:20]([OH:26])=[CH:19][C:15]=1[C:16]([OH:18])=[O:17].OC1C=C(C([O-])=O)C(O)=CC=1C([O-])=O.[Na+].[Na+].